This data is from Forward reaction prediction with 1.9M reactions from USPTO patents (1976-2016). The task is: Predict the product of the given reaction. The product is: [Cl:22][C:7]1[C:8]([NH:12][C:13](=[O:21])[CH2:14][CH:15]2[CH2:20][CH2:19][CH2:18][CH2:17][CH2:16]2)=[C:9]2[C:4](=[CH:5][CH:6]=1)[N:3]=[C:2]([N:29]1[CH2:30][CH2:31][CH:26]([C:24]#[N:25])[CH2:27][CH2:28]1)[CH:11]=[CH:10]2. Given the reactants Cl[C:2]1[CH:11]=[CH:10][C:9]2[C:4](=[CH:5][CH:6]=[C:7]([Cl:22])[C:8]=2[NH:12][C:13](=[O:21])[CH2:14][CH:15]2[CH2:20][CH2:19][CH2:18][CH2:17][CH2:16]2)[N:3]=1.Cl.[C:24]([CH:26]1[CH2:31][CH2:30][NH:29][CH2:28][CH2:27]1)#[N:25], predict the reaction product.